From a dataset of Forward reaction prediction with 1.9M reactions from USPTO patents (1976-2016). Predict the product of the given reaction. Given the reactants [CH3:1][C:2]1[CH:7]=[C:6]([CH3:8])[N:5]=[C:4]([N:9]2[CH2:39][CH2:38][C:12]3([NH:16][CH2:15][N:14]([CH2:17][C:18]4[C:26]5[C:21](=[CH:22][CH:23]=[CH:24][CH:25]=5)[N:20](S(C5C=CC(C)=CC=5)(=O)=O)[CH:19]=4)[C:13]3=[O:37])[CH2:11][CH2:10]2)[N:3]=1.C(=O)([O-])[O-].[Cs+].[Cs+], predict the reaction product. The product is: [NH:20]1[C:21]2[C:26](=[CH:25][CH:24]=[CH:23][CH:22]=2)[C:18]([CH2:17][N:14]2[C:13](=[O:37])[C:12]3([CH2:11][CH2:10][N:9]([C:4]4[N:3]=[C:2]([CH3:1])[CH:7]=[C:6]([CH3:8])[N:5]=4)[CH2:39][CH2:38]3)[NH:16][CH2:15]2)=[CH:19]1.